Dataset: Full USPTO retrosynthesis dataset with 1.9M reactions from patents (1976-2016). Task: Predict the reactants needed to synthesize the given product. (1) Given the product [Cl:18][C:14]1[C:3]([C:4](=[O:5])[NH:6][C:7]2[CH:8]=[CH:9][C:10]([F:13])=[CH:11][CH:12]=2)=[C:2]([NH:1][C:28](=[O:29])[C@@H:27]([NH:26][C:24](=[O:25])[O:23][C:19]([CH3:21])([CH3:20])[CH3:22])[CH2:31][CH3:32])[CH:17]=[CH:16][CH:15]=1, predict the reactants needed to synthesize it. The reactants are: [NH2:1][C:2]1[CH:17]=[CH:16][CH:15]=[C:14]([Cl:18])[C:3]=1[C:4]([NH:6][C:7]1[CH:12]=[CH:11][C:10]([F:13])=[CH:9][CH:8]=1)=[O:5].[C:19]([O:23][C:24]([NH:26][C@@H:27]([CH2:31][CH3:32])[C:28](O)=[O:29])=[O:25])([CH3:22])([CH3:21])[CH3:20].CN(C(ON1N=NC2C=CC=NC1=2)=[N+](C)C)C.F[P-](F)(F)(F)(F)F.CCN(C(C)C)C(C)C. (2) Given the product [NH2:23][C:20]1[N:21]=[CH:22][C:17]([C:3]2[CH:4]=[CH:5][C:6]([C:25]3[CH:30]=[CH:29][CH:28]=[CH:27][C:26]=3[N:31]3[CH2:35][CH2:34][CH2:33][C:32]3=[O:36])=[CH:7][C:2]=2[F:1])=[N:18][CH:19]=1, predict the reactants needed to synthesize it. The reactants are: [F:1][C:2]1[CH:7]=[C:6](B2OC(C)(C)C(C)(C)O2)[CH:5]=[CH:4][C:3]=1[C:17]1[N:18]=[CH:19][C:20]([NH2:23])=[N:21][CH:22]=1.Br[C:25]1[CH:30]=[CH:29][CH:28]=[CH:27][C:26]=1[N:31]1[CH2:35][CH2:34][CH2:33][C:32]1=[O:36]. (3) Given the product [Cl:1][C:2]1[N:11]=[CH:10][C:9]2[C:4](=[C:5]([OH:12])[CH:6]=[CH:7][CH:8]=2)[N:3]=1, predict the reactants needed to synthesize it. The reactants are: [Cl:1][C:2]1[N:11]=[CH:10][C:9]2[C:4](=[C:5]([O:12]C)[CH:6]=[CH:7][CH:8]=2)[N:3]=1.B(Br)(Br)Br. (4) Given the product [ClH:22].[NH2:4][C@@H:5]([CH2:10][C:11]1[CH:12]=[CH:13][C:14]([O:17][C:18]([F:19])([F:20])[F:21])=[CH:15][CH:16]=1)[C:6]([OH:8])=[O:7], predict the reactants needed to synthesize it. The reactants are: C([NH:4][C@@H:5]([CH2:10][C:11]1[CH:16]=[CH:15][C:14]([O:17][C:18]([F:21])([F:20])[F:19])=[CH:13][CH:12]=1)[C:6]([O:8]C)=[O:7])(=O)C.[ClH:22]. (5) The reactants are: [OH-].[Na+].C[O:4][C:5]([CH2:7][C:8]1[C:17]2[CH2:16][CH2:15][CH2:14][CH2:13][C:12]=2[C:11](=[O:18])[NH:10][N:9]=1)=[O:6]. Given the product [C:5]([CH2:7][C:8]1[C:17]2[CH2:16][CH2:15][CH2:14][CH2:13][C:12]=2[C:11](=[O:18])[NH:10][N:9]=1)([OH:6])=[O:4], predict the reactants needed to synthesize it.